Predict the reactants needed to synthesize the given product. From a dataset of Full USPTO retrosynthesis dataset with 1.9M reactions from patents (1976-2016). (1) Given the product [CH3:26][O:25][C:24]1[C:3](=[O:2])[C:4]([CH3:31])=[C:5]([CH2:6][C:7]2[CH:8]=[CH:9][C:10]([C:16]3[CH:17]=[N:18][CH:19]=[CH:20][CH:21]=3)=[C:11]([CH:15]=2)[C:12]([OH:14])=[O:13])[C:22](=[O:29])[C:23]=1[O:27][CH3:28], predict the reactants needed to synthesize it. The reactants are: C[O:2][C:3]1[C:4]([CH3:31])=[C:5]([C:22]([O:29]C)=[C:23]([O:27][CH3:28])[C:24]=1[O:25][CH3:26])[CH2:6][C:7]1[CH:8]=[CH:9][C:10]([C:16]2[CH:17]=[N:18][CH:19]=[CH:20][CH:21]=2)=[C:11]([CH:15]=1)[C:12]([OH:14])=[O:13].O=[N+]([O-])[O-].[O-][N+](=O)[O-].[O-][N+](=O)[O-].[O-][N+](=O)[O-].[O-][N+](=O)[O-].[O-][N+](=O)[O-].[Ce+4].[NH4+].[NH4+].[OH-].[Na+]. (2) Given the product [ClH:26].[Cl:26][C:23]1[CH:22]=[CH:21][C:20]([C:9]2[N:8]([C:27]3[CH:32]=[CH:31][CH:30]=[CH:29][C:28]=3[Cl:33])[N:7]=[C:6]([C:4]([OH:5])=[O:3])[C:10]=2[O:11][CH2:12][CH2:13][NH:14][CH2:15][C:16]([F:17])([F:19])[F:18])=[CH:25][CH:24]=1, predict the reactants needed to synthesize it. The reactants are: C([O:3][C:4]([C:6]1[C:10]([O:11][CH2:12][CH2:13][NH:14][CH2:15][C:16]([F:19])([F:18])[F:17])=[C:9]([C:20]2[CH:25]=[CH:24][C:23]([Cl:26])=[CH:22][CH:21]=2)[N:8]([C:27]2[CH:32]=[CH:31][CH:30]=[CH:29][C:28]=2[Cl:33])[N:7]=1)=[O:5])C.[OH-].[K+].Cl. (3) The reactants are: [C:1]([O:9][C@@H:10]1[C@H:14]([CH2:15][O:16][C:17](=[O:24])[C:18]2[CH:23]=[CH:22][CH:21]=[CH:20][CH:19]=2)[O:13][C@H:12]([N:25]2[CH:33]=[N:32][C:31]3[C:26]2=[N:27][CH:28]=[N:29][C:30]=3[NH2:34])[C@H:11]1O)(=[O:8])[C:2]1[CH:7]=[CH:6][CH:5]=[CH:4][CH:3]=1.O(C(Cl)=S)C1C=CC=CC=1.[H-].C[Si]([SiH]([Si](C)(C)C)[Si](C)(C)C)(C)C. Given the product [C:1]([O:9][C@@H:10]1[C@H:14]([CH2:15][O:16][C:17](=[O:24])[C:18]2[CH:23]=[CH:22][CH:21]=[CH:20][CH:19]=2)[O:13][C@H:12]([N:25]2[CH:33]=[N:32][C:31]3[C:26]2=[N:27][CH:28]=[N:29][C:30]=3[NH2:34])[CH2:11]1)(=[O:8])[C:2]1[CH:3]=[CH:4][CH:5]=[CH:6][CH:7]=1, predict the reactants needed to synthesize it. (4) Given the product [O:1]1[CH2:6][CH2:5][CH:4]([O:7][C:8]2[C:13]([CH2:14][NH2:15])=[CH:12][CH:11]=[C:10]([C:23]([F:25])([F:24])[F:26])[N:9]=2)[CH2:3][CH2:2]1, predict the reactants needed to synthesize it. The reactants are: [O:1]1[CH2:6][CH2:5][CH:4]([O:7][C:8]2[C:13]([CH2:14][NH:15]C(=O)OC(C)(C)C)=[CH:12][CH:11]=[C:10]([C:23]([F:26])([F:25])[F:24])[N:9]=2)[CH2:3][CH2:2]1.Cl.O1CCOCC1. (5) Given the product [C:12]([C:10]1[CH:11]=[C:7]([NH:6][C:5]([NH:53][CH:50]2[CH2:51][CH2:52][CH:47]([O:46][C:43]3[CH:44]=[CH:45][C:40]4[N:41]([C:37]([N:31]5[CH2:32][CH2:33][CH2:34][CH2:35][C@@H:30]5[CH3:29])=[N:38][N:39]=4)[CH:42]=3)[CH2:48][CH2:49]2)=[O:26])[N:8]([C:16]2[CH:21]=[CH:20][CH:19]=[C:18]([O:22][CH2:23][CH2:24][OH:25])[CH:17]=2)[N:9]=1)([CH3:14])([CH3:13])[CH3:15], predict the reactants needed to synthesize it. The reactants are: ClC(Cl)(Cl)CO[C:5](=[O:26])[NH:6][C:7]1[N:8]([C:16]2[CH:21]=[CH:20][CH:19]=[C:18]([O:22][CH2:23][CH2:24][OH:25])[CH:17]=2)[N:9]=[C:10]([C:12]([CH3:15])([CH3:14])[CH3:13])[CH:11]=1.[CH3:29][C@H:30]1[CH2:35][CH2:34][CH2:33][C@@H:32](C)[N:31]1[C:37]1[N:41]2[CH:42]=[C:43]([O:46][CH:47]3[CH2:52][CH2:51][CH:50]([NH2:53])[CH2:49][CH2:48]3)[CH:44]=[CH:45][C:40]2=[N:39][N:38]=1.CCN(C(C)C)C(C)C.